Dataset: Catalyst prediction with 721,799 reactions and 888 catalyst types from USPTO. Task: Predict which catalyst facilitates the given reaction. (1) Product: [C:38]([CH2:37][N:17]1[CH:18]=[C:14]([CH2:13][N:11]2[CH:12]=[C:8]([C:7]3[CH:6]=[CH:5][C:4]([N:19]4[CH2:23][C@H:22]([CH2:24][NH:25][C:26](=[O:28])[CH3:27])[O:21][C:20]4=[O:29])=[CH:3][C:2]=3[F:1])[N:9]=[N:10]2)[N:15]=[CH:16]1)#[N:39]. The catalyst class is: 3. Reactant: [F:1][C:2]1[CH:3]=[C:4]([N:19]2[CH2:23][CH:22]([CH2:24][NH:25][C:26](=[O:28])[CH3:27])[O:21][C:20]2=[O:29])[CH:5]=[CH:6][C:7]=1[C:8]1[N:9]=[N:10][N:11]([CH2:13][C:14]2[N:15]=[CH:16][NH:17][CH:18]=2)[CH:12]=1.C(=O)([O-])[O-].[K+].[K+].Br[CH2:37][C:38]#[N:39]. (2) Reactant: [F:1][C:2]([F:13])([F:12])[S:3]([C:5]1[CH:10]=[CH:9][C:8]([OH:11])=[CH:7][CH:6]=1)=[O:4].[N+:14]([O-])([OH:16])=[O:15].S(=O)(=O)(O)O. The catalyst class is: 15. Product: [N+:14]([C:7]1[CH:6]=[C:5]([S:3]([C:2]([F:12])([F:1])[F:13])=[O:4])[CH:10]=[CH:9][C:8]=1[OH:11])([O-:16])=[O:15].